This data is from Forward reaction prediction with 1.9M reactions from USPTO patents (1976-2016). The task is: Predict the product of the given reaction. (1) Given the reactants [Cl-:1].[C@H:2]1([CH2:15][NH+:16]([CH3:18])[CH3:17])[C:14]2[N:6]([N:7]=[C:8]3[C:13]=2[CH:12]=[CH:11][CH:10]=[CH:9]3)[CH2:5][CH2:4][O:3]1.[Cl-].[F:20]C1C=CC2C(=C3C(C[NH2+]C)OCCN3N=2)C=1, predict the reaction product. The product is: [Cl-:1].[F:20][C:11]1[CH:10]=[CH:9][C:8]2[C:13](=[C:14]3[CH:2]([CH2:15][NH+:16]([CH3:18])[CH3:17])[O:3][CH2:4][CH2:5][N:6]3[N:7]=2)[CH:12]=1. (2) The product is: [CH:2]([NH:18][CH:16]1[C:17]2[CH:5]=[CH:6][CH:7]=[CH:8][C:9]=2[C:10]2[C:15]1=[CH:14][CH:13]=[CH:12][CH:11]=2)([CH3:4])[CH3:1]. Given the reactants [CH3:1][C:2]([CH3:4])=O.[CH:5]1[C:17]2[CH:16]([NH2:18])[C:15]3[C:10](=[CH:11][CH:12]=[CH:13][CH:14]=3)[C:9]=2[CH:8]=[CH:7][CH:6]=1.[BH-](OC(C)=O)(OC(C)=O)OC(C)=O.[Na+].C([O-])(O)=O.[Na+], predict the reaction product. (3) Given the reactants [C:1]([O:5][C:6](=[O:23])[NH:7][C:8]1[CH:13]=[CH:12][C:11]([CH2:14][CH2:15][CH2:16][CH2:17][N:18]2[CH:22]=[CH:21][N:20]=[N:19]2)=[CH:10][CH:9]=1)([CH3:4])([CH3:3])[CH3:2].[H-].[Na+].Cl[CH2:27][C:28]1[N:29]=[C:30]([CH:33]=[CH:34][C:35]2[CH:40]=[CH:39][C:38]([S:41]([C:43]([F:46])([F:45])[F:44])=[O:42])=[CH:37][CH:36]=2)[O:31][CH:32]=1.[Cl-].[NH4+], predict the reaction product. The product is: [C:1]([O:5][C:6](=[O:23])[N:7]([C:8]1[CH:13]=[CH:12][C:11]([CH2:14][CH2:15][CH2:16][CH2:17][N:18]2[CH:22]=[CH:21][N:20]=[N:19]2)=[CH:10][CH:9]=1)[CH2:27][C:28]1[N:29]=[C:30](/[CH:33]=[CH:34]/[C:35]2[CH:36]=[CH:37][C:38]([S:41]([C:43]([F:46])([F:44])[F:45])=[O:42])=[CH:39][CH:40]=2)[O:31][CH:32]=1)([CH3:4])([CH3:2])[CH3:3]. (4) Given the reactants [S:1]1[C:5]2=[CH:6][CH:7]=[CH:8][C:9]([S:10]([NH:13][C:14]3[CH:22]=[CH:21][C:17]([C:18]([OH:20])=[O:19])=[CH:16][CH:15]=3)(=[O:12])=[O:11])=[C:4]2[N:3]=C1.O.NN, predict the reaction product. The product is: [NH2:3][C:4]1[C:5]([SH:1])=[CH:6][CH:7]=[CH:8][C:9]=1[S:10]([NH:13][C:14]1[CH:22]=[CH:21][C:17]([C:18]([OH:20])=[O:19])=[CH:16][CH:15]=1)(=[O:11])=[O:12]. (5) Given the reactants Cl[C:2]1[NH:7][C:6]2[CH:8]=[C:9]([Cl:11])[S:10][C:5]=2[S:4](=[O:13])(=[O:12])[N:3]=1.[CH3:14][C:15]([NH2:19])([CH3:18])[CH2:16][CH3:17], predict the reaction product. The product is: [Cl:11][C:9]1[S:10][C:5]2[S:4](=[O:13])(=[O:12])[N:3]=[C:2]([NH:19][C:15]([CH3:18])([CH3:14])[CH2:16][CH3:17])[NH:7][C:6]=2[CH:8]=1. (6) The product is: [C:33]([O:32][C:30](=[O:37])[NH:31][C:3]1[CH:4]=[C:5]2[C:10](=[CH:11][C:2]=1[F:1])[C:9](=[O:12])[N:8]([C:13]1[CH:14]=[CH:15][C:16]([N+:19]([O-:21])=[O:20])=[CH:17][CH:18]=1)[CH:7]=[CH:6]2)([CH3:36])([CH3:35])[CH3:34]. Given the reactants [F:1][C:2]1[CH:11]=[C:10]2[C:5]([CH:6]=[CH:7][N:8]([C:13]3[CH:18]=[CH:17][C:16]([N+:19]([O-:21])=[O:20])=[CH:15][CH:14]=3)[C:9]2=[O:12])=[CH:4][C:3]=1OS(C(F)(F)F)(=O)=O.[C:30](=[O:37])([O:32][C:33]([CH3:36])([CH3:35])[CH3:34])[NH2:31].C(=O)([O-])[O-].[Cs+].[Cs+].CC1(C)C2C=CC=C(P(C3C=CC=CC=3)C3C=CC=CC=3)C=2OC2C1=CC=CC=2P(C1C=CC=CC=1)C1C=CC=CC=1, predict the reaction product. (7) The product is: [ClH:18].[ClH:1].[F:27][C:24]1[CH:25]=[CH:26][C:21]([CH:19]([N:15]2[CH2:16][CH2:17][N:12]([CH2:3][C:4]([C:6]3[CH:7]=[CH:8][CH:9]=[CH:10][CH:11]=3)=[O:5])[CH2:13][CH2:14]2)[CH3:20])=[CH:22][CH:23]=1. Given the reactants [ClH:1].Cl.[CH2:3]([N:12]1[CH2:17][CH2:16][NH:15][CH2:14][CH2:13]1)[C:4]([C:6]1[CH:11]=[CH:10][CH:9]=[CH:8][CH:7]=1)=[O:5].[Cl:18][CH:19]([C:21]1[CH:26]=[CH:25][C:24]([F:27])=[CH:23][CH:22]=1)[CH3:20].C([O-])([O-])=O.[K+].[K+], predict the reaction product. (8) Given the reactants Br[C:2]1[S:6][C:5]([CH:7]=[O:8])=[CH:4][C:3]=1[C:9]1[C:10]([F:15])=[N:11][CH:12]=[CH:13][CH:14]=1.N1C=CC=CC=1.[CH3:22][C:23]1[N:28]=[CH:27][C:26]([S:29]([O-:31])=[O:30])=[CH:25][CH:24]=1.[Na+].C(=O)([O-])O.[Na+], predict the reaction product. The product is: [F:15][C:10]1[C:9]([C:3]2[CH:4]=[C:5]([CH:7]=[O:8])[S:6][C:2]=2[S:29]([C:26]2[CH:27]=[N:28][C:23]([CH3:22])=[CH:24][CH:25]=2)(=[O:31])=[O:30])=[CH:14][CH:13]=[CH:12][N:11]=1. (9) The product is: [CH3:9][O:8][C:6]1[CH:5]=[C:4]([CH3:10])[N:3]=[C:2]([NH:13][CH2:12][CH2:11][NH2:14])[CH:7]=1. Given the reactants Br[C:2]1[CH:7]=[C:6]([O:8][CH3:9])[CH:5]=[C:4]([CH3:10])[N:3]=1.[CH2:11]([NH2:14])[CH2:12][NH2:13].C(N(CC)CC)C, predict the reaction product.